From a dataset of Full USPTO retrosynthesis dataset with 1.9M reactions from patents (1976-2016). Predict the reactants needed to synthesize the given product. (1) Given the product [C:1]([O:5][C:6](=[O:44])[CH:7]([NH:9][C:10]([CH:12]1[CH2:24][N:22]2[C:23]3[CH:15]([CH:16]([NH2:25])[CH2:17][CH2:18][C:19]=3[CH:20]=[CH:21]2)[C:14](=[O:43])[CH2:13]1)=[O:11])[CH3:8])([CH3:2])([CH3:3])[CH3:4], predict the reactants needed to synthesize it. The reactants are: [C:1]([O:5][C:6](=[O:44])[CH:7]([NH:9][C:10]([CH:12]1[CH2:24][N:22]2[C:23]3[CH:15]([CH:16]([NH:25]C(OCC4C5C=CC=CC=5C5C4=CC=CC=5)=O)[CH2:17][CH2:18][C:19]=3[CH:20]=[CH:21]2)[C:14](=[O:43])[CH2:13]1)=[O:11])[CH3:8])([CH3:4])([CH3:3])[CH3:2].C(NCC)C. (2) Given the product [CH2:11]=[CH:10][C:9]#[N:12].[CH2:1]=[CH:2][C:3]1[CH:8]=[CH:7][CH:6]=[CH:5][CH:4]=1, predict the reactants needed to synthesize it. The reactants are: [CH2:1]=[CH:2][C:3]1[CH:8]=[CH:7][CH:6]=[CH:5][CH:4]=1.[C:9](#[N:12])[CH:10]=[CH2:11].CC(N=NC(C#N)(C)C)(C#N)C.P([O-])([O-])([O-])=O.[Ca+2].[Ca+2].[Ca+2].P([O-])([O-])([O-])=O. (3) Given the product [N:12]1([C:2]2[CH:3]=[C:4]([CH:9]=[CH:10][N:11]=2)[C:5]([O:7][CH3:8])=[O:6])[CH:16]=[CH:15][CH:14]=[N:13]1, predict the reactants needed to synthesize it. The reactants are: Br[C:2]1[CH:3]=[C:4]([CH:9]=[CH:10][N:11]=1)[C:5]([O:7][CH3:8])=[O:6].[NH:12]1[CH:16]=[CH:15][CH:14]=[N:13]1.CN[C@@H]1CCCC[C@H]1NC.C([O-])([O-])=O.[K+].[K+]. (4) The reactants are: ClC1C=CC(Cl)=CC=1C1C(Cl)=CC(OC)=C(C(OC)=O)C=1.C(OC([N:29]1[CH2:34][CH2:33][N:32]([C:35]([C:37]2[CH:38]=[C:39]([C:46]3[CH:51]=[C:50]([Cl:52])[CH:49]=[CH:48][C:47]=3[Cl:53])[C:40]([Cl:45])=[CH:41][C:42]=2[O:43][CH3:44])=[O:36])[CH:31]([CH2:54][OH:55])[CH2:30]1)=O)(C)(C)C.[C:56]([OH:60])(=O)[CH:57]=[CH2:58].F[P-](F)(F)(F)(F)F.N1(O[P+](N(C)C)(N(C)C)N(C)C)C2C=CC=CC=2N=N1.CCN(C(C)C)C(C)C. Given the product [OH:55][CH2:54][CH:31]1[N:32]([C:35]([C:37]2[CH:38]=[C:39]([C:46]3[CH:51]=[C:50]([Cl:52])[CH:49]=[CH:48][C:47]=3[Cl:53])[C:40]([Cl:45])=[CH:41][C:42]=2[O:43][CH3:44])=[O:36])[CH2:33][CH2:34][N:29]([C:56](=[O:60])[CH:57]=[CH2:58])[CH2:30]1, predict the reactants needed to synthesize it. (5) Given the product [F:7][C:8]1[C:9]([N+:15]([O-:17])=[O:16])=[C:10]([OH:4])[CH:11]=[CH:12][CH:13]=1, predict the reactants needed to synthesize it. The reactants are: CC(C)([O-:4])C.[K+].[F:7][C:8]1[CH:13]=[CH:12][CH:11]=[C:10](F)[C:9]=1[N+:15]([O-:17])=[O:16]. (6) The reactants are: [CH2:1]([O:8][CH2:9][C@@H:10]1[CH2:14][CH2:13][S:12](=[O:16])(=[O:15])[NH:11]1)[C:2]1[CH:7]=[CH:6][CH:5]=[CH:4][CH:3]=1.Br[C:18]1[CH:23]=[CH:22][C:21]([C:24]([N:26]2[CH2:31][CH2:30][N:29]([C:32]3[CH:37]=[CH:36][C:35]([CH3:38])=[CH:34][C:33]=3[CH3:39])[CH2:28][CH2:27]2)=[O:25])=[C:20]([S:40]([CH3:43])(=[O:42])=[O:41])[CH:19]=1. Given the product [CH2:1]([O:8][CH2:9][C@@H:10]1[CH2:14][CH2:13][S:12](=[O:16])(=[O:15])[N:11]1[C:18]1[CH:23]=[CH:22][C:21]([C:24]([N:26]2[CH2:27][CH2:28][N:29]([C:32]3[CH:37]=[CH:36][C:35]([CH3:38])=[CH:34][C:33]=3[CH3:39])[CH2:30][CH2:31]2)=[O:25])=[C:20]([S:40]([CH3:43])(=[O:41])=[O:42])[CH:19]=1)[C:2]1[CH:3]=[CH:4][CH:5]=[CH:6][CH:7]=1, predict the reactants needed to synthesize it. (7) Given the product [F:24][C:25]1[CH:30]=[CH:29][C:28]([C:2]2[C:3]([CH3:23])=[N:4][N:5]([CH2:18][C:19]([F:22])([F:21])[F:20])[C:6]=2[C:7]2[CH:17]=[CH:16][C:10]3[O:11][CH2:12][C:13](=[O:15])[NH:14][C:9]=3[CH:8]=2)=[CH:27][CH:26]=1, predict the reactants needed to synthesize it. The reactants are: I[C:2]1[C:3]([CH3:23])=[N:4][N:5]([CH2:18][C:19]([F:22])([F:21])[F:20])[C:6]=1[C:7]1[CH:17]=[CH:16][C:10]2[O:11][CH2:12][C:13](=[O:15])[NH:14][C:9]=2[CH:8]=1.[F:24][C:25]1[CH:30]=[CH:29][C:28](B(O)O)=[CH:27][CH:26]=1.